This data is from Catalyst prediction with 721,799 reactions and 888 catalyst types from USPTO. The task is: Predict which catalyst facilitates the given reaction. (1) Reactant: [OH:1][C:2]1[C:3]([O:20][CH3:21])=[C:4]([C:10]2[CH:18]=[CH:17][CH:16]=[C:15]3[C:11]=2[CH2:12][CH2:13][C:14]3=[O:19])[CH:5]=[CH:6][C:7]=1[O:8][CH3:9].C(=O)([O-])[O-].[K+].[K+].[CH2:28](I)[CH3:29]. Product: [CH2:28]([O:1][C:2]1[C:3]([O:20][CH3:21])=[C:4]([C:10]2[CH:18]=[CH:17][CH:16]=[C:15]3[C:11]=2[CH2:12][CH2:13][C:14]3=[O:19])[CH:5]=[CH:6][C:7]=1[O:8][CH3:9])[CH3:29]. The catalyst class is: 10. (2) Reactant: [Cl:1][C:2]1[CH:3]=[C:4]([C:9]2[O:13][N:12]=[C:11]([C:14]3[CH:19]=[CH:18][C:17]([CH2:20][CH2:21][C:22]([O:24][C:25]([CH3:28])([CH3:27])[CH3:26])=[O:23])=[CH:16][C:15]=3[CH3:29])[N:10]=2)[CH:5]=[N:6][C:7]=1Cl.[CH3:30][CH:31]([NH2:33])[CH3:32]. Product: [Cl:1][C:2]1[CH:3]=[C:4]([C:9]2[O:13][N:12]=[C:11]([C:14]3[CH:19]=[CH:18][C:17]([CH2:20][CH2:21][C:22]([O:24][C:25]([CH3:26])([CH3:27])[CH3:28])=[O:23])=[CH:16][C:15]=3[CH3:29])[N:10]=2)[CH:5]=[N:6][C:7]=1[NH:33][CH:31]([CH3:32])[CH3:30]. The catalyst class is: 1. (3) Reactant: Cl.FC1C=C(C=CC=1)CN1C=C(C2C3C(=NC=C(C4C=CC(C5CCNCC5)=CC=4)C=3)N(S(C3C=CC(C)=CC=3)(=O)=O)C=2)C=N1.[CH:46]1([CH2:49][C:50]([N:52]2[CH2:57][CH2:56][N:55]([C:58]3[CH:63]=[CH:62][C:61]([C:64]4[CH:65]=[C:66]5[C:72]([C:73]6[CH:74]=[N:75][N:76]([CH2:78][C:79]7[CH:84]=[CH:83][CH:82]=[C:81]([F:85])[CH:80]=7)[CH:77]=6)=[CH:71][N:70](S(C6C=CC(C)=CC=6)(=O)=O)[C:67]5=[N:68][CH:69]=4)=[CH:60][CH:59]=3)[CH2:54][CH2:53]2)=[O:51])[CH2:48][CH2:47]1.[OH-].[Li+]. Product: [CH:46]1([CH2:49][C:50]([N:52]2[CH2:53][CH2:54][N:55]([C:58]3[CH:59]=[CH:60][C:61]([C:64]4[CH:65]=[C:66]5[C:72]([C:73]6[CH:74]=[N:75][N:76]([CH2:78][C:79]7[CH:84]=[CH:83][CH:82]=[C:81]([F:85])[CH:80]=7)[CH:77]=6)=[CH:71][NH:70][C:67]5=[N:68][CH:69]=4)=[CH:62][CH:63]=3)[CH2:56][CH2:57]2)=[O:51])[CH2:47][CH2:48]1. The catalyst class is: 87. (4) Reactant: [Br:1][C:2]1[CH:7]=[CH:6][C:5]([CH:8]([NH:22][CH2:23][CH2:24][N:25]2[CH2:30][CH2:29][O:28][CH2:27][CH2:26]2)[C:9]([NH:11][C:12]2[CH:17]=[CH:16][C:15]([C:18]([F:21])([F:20])[F:19])=[CH:14][CH:13]=2)=[O:10])=[CH:4][CH:3]=1.[CH:31](=O)[C:32]1[CH:37]=[CH:36][CH:35]=[CH:34][CH:33]=1.C1(C)C=CC(S(O)(=O)=O)=CC=1.S([O-])([O-])(=O)=O.[Na+].[Na+]. Product: [Br:1][C:2]1[CH:7]=[CH:6][C:5]([CH:8]2[N:22]([CH2:23][CH2:24][N:25]3[CH2:30][CH2:29][O:28][CH2:27][CH2:26]3)[CH:31]([C:32]3[CH:37]=[CH:36][CH:35]=[CH:34][CH:33]=3)[N:11]([C:12]3[CH:13]=[CH:14][C:15]([C:18]([F:19])([F:21])[F:20])=[CH:16][CH:17]=3)[C:9]2=[O:10])=[CH:4][CH:3]=1. The catalyst class is: 5. (5) Reactant: [Br:1][C:2]1[CH:7]=[CH:6][C:5]([S:8]([NH:11][C:12]2[C:21]3[C:16](=[CH:17][CH:18]=[CH:19][CH:20]=3)[C:15]([O:22]C)=[C:14]([S:24][CH2:25][C:26]([NH2:28])=[O:27])[CH:13]=2)(=[O:10])=[O:9])=[CH:4][CH:3]=1.CC#N.O. Product: [Br:1][C:2]1[CH:7]=[CH:6][C:5]([S:8]([NH:11][C:12]2[C:21]3[C:16](=[CH:17][CH:18]=[CH:19][CH:20]=3)[C:15]([OH:22])=[C:14]([S:24][CH2:25][C:26]([NH2:28])=[O:27])[CH:13]=2)(=[O:9])=[O:10])=[CH:4][CH:3]=1. The catalyst class is: 2. (6) Reactant: Cl.Cl.[NH2:3][CH:4]1[CH2:9][CH2:8][N:7]([CH2:10][C@H:11]2[N:21]3[C:22]4[N:13]([C:14](=[O:24])[CH:15]=[CH:16][C:17]=4[CH:18]=[CH:19][C:20]3=[O:23])[CH2:12]2)[CH2:6][CH2:5]1.CCN(CC)CC.[Cl:32][C:33]1[CH:34]=[C:35]([CH:40]=O)[CH:36]=[N:37][C:38]=1[CH3:39].[BH-](OC(C)=O)(OC(C)=O)OC(C)=O.[Na+]. The catalyst class is: 22. Product: [ClH:32].[Cl:32][C:33]1[CH:34]=[C:35]([CH2:40][NH:3][CH:4]2[CH2:5][CH2:6][N:7]([CH2:10][C@H:11]3[N:21]4[C:22]5[N:13]([C:14](=[O:24])[CH:15]=[CH:16][C:17]=5[CH:18]=[CH:19][C:20]4=[O:23])[CH2:12]3)[CH2:8][CH2:9]2)[CH:36]=[N:37][C:38]=1[CH3:39].